Dataset: Catalyst prediction with 721,799 reactions and 888 catalyst types from USPTO. Task: Predict which catalyst facilitates the given reaction. (1) Reactant: N#N.[F:3][C:4]([F:20])([F:19])[O:5][C:6]1[CH:18]=[CH:17][C:9]([O:10][CH:11]2[CH2:16][CH2:15][NH:14][CH2:13][CH2:12]2)=[CH:8][CH:7]=1.[Cl:21][S:22]([CH:25]1[CH2:30][CH2:29][N:28](C(OC(C)(C)C)=O)[CH2:27][CH2:26]1)(=[O:24])=[O:23]. Product: [ClH:21].[NH:28]1[CH2:29][CH2:30][CH:25]([S:22]([N:14]2[CH2:13][CH2:12][CH:11]([O:10][C:9]3[CH:17]=[CH:18][C:6]([O:5][C:4]([F:3])([F:19])[F:20])=[CH:7][CH:8]=3)[CH2:16][CH2:15]2)(=[O:24])=[O:23])[CH2:26][CH2:27]1. The catalyst class is: 347. (2) The catalyst class is: 4. Product: [CH:2]([C@H:3]1[CH2:4][CH2:5][C@H:6]([C:9]([O:11][CH3:12])=[O:10])[CH2:7][CH2:8]1)=[O:1]. Reactant: [OH:1][CH2:2][C@H:3]1[CH2:8][CH2:7][C@H:6]([C:9]([O:11][CH3:12])=[O:10])[CH2:5][CH2:4]1.CC(OI1(OC(C)=O)(OC(C)=O)OC(=O)C2C=CC=CC1=2)=O. (3) Reactant: [CH3:1][N:2]1[C:10]2[CH:9]=[CH:8][N:7]=[CH:6][C:5]=2[N:4]=[C:3]1[CH:11]=O.[F:13][C:14]1[CH:31]=[CH:30][C:17](/[CH:18]=[N:19]/[C:20]2[CH:28]=[CH:27][CH:26]=[C:25]3[C:21]=2[CH2:22][O:23][C:24]3=[O:29])=[CH:16][CH:15]=1.[CH2:32]([OH:34])[CH3:33]. Product: [F:13][C:14]1[CH:15]=[CH:16][C:17]([CH:18]2[CH:11]([C:3]3[N:2]([CH3:1])[C:10]4[CH:9]=[CH:8][N:7]=[CH:6][C:5]=4[N:4]=3)[C:32](=[O:34])[C:33]3[C:25]([C:24]([O:23][CH2:22][CH3:21])=[O:29])=[CH:26][CH:27]=[CH:28][C:20]=3[NH:19]2)=[CH:30][CH:31]=1. The catalyst class is: 567. (4) Reactant: [C:1]([O:5][C:6](=[O:29])[NH:7][C@H:8]([C:10]1[N:19]([C:20]2[CH:25]=[CH:24][CH:23]=[C:22]([NH2:26])[CH:21]=2)[C:18](=[O:27])[C:17]2[C:12](=[CH:13][CH:14]=[CH:15][C:16]=2[Cl:28])[N:11]=1)[CH3:9])([CH3:4])([CH3:3])[CH3:2].[F:30][C:31]([F:42])([F:41])[C:32]1[CH:37]=[CH:36][CH:35]=[CH:34][C:33]=1[N:38]=[C:39]=[O:40].CO. Product: [C:1]([O:5][C:6](=[O:29])[NH:7][C@H:8]([C:10]1[N:19]([C:20]2[CH:25]=[CH:24][CH:23]=[C:22]([NH:26][C:39]([NH:38][C:33]3[CH:34]=[CH:35][CH:36]=[CH:37][C:32]=3[C:31]([F:30])([F:41])[F:42])=[O:40])[CH:21]=2)[C:18](=[O:27])[C:17]2[C:12](=[CH:13][CH:14]=[CH:15][C:16]=2[Cl:28])[N:11]=1)[CH3:9])([CH3:2])([CH3:3])[CH3:4]. The catalyst class is: 4. (5) Reactant: [N:1]1([C:6]2[CH:11]=[CH:10][CH:9]=[C:8](B3OC(C)(C)C(C)(C)O3)[N:7]=2)[CH2:5][CH2:4][CH2:3][CH2:2]1.I[C:22]1[C:30]2[C:25](=[CH:26][CH:27]=[C:28]([C:31]3[S:35][C:34]([NH2:36])=[N:33][N:32]=3)[CH:29]=2)[N:24](S(C2C=CC(C)=CC=2)(=O)=O)[CH:23]=1.CC(N)CC1C=CC=CC=1.OP(O)(O)=O.P([O-])([O-])([O-])=O.[K+].[K+].[K+]. Product: [N:1]1([C:6]2[N:7]=[C:8]([C:22]3[C:30]4[C:25](=[CH:26][CH:27]=[C:28]([C:31]5[S:35][C:34]([NH2:36])=[N:33][N:32]=5)[CH:29]=4)[NH:24][CH:23]=3)[CH:9]=[CH:10][CH:11]=2)[CH2:2][CH2:3][CH2:4][CH2:5]1. The catalyst class is: 378.